Dataset: Full USPTO retrosynthesis dataset with 1.9M reactions from patents (1976-2016). Task: Predict the reactants needed to synthesize the given product. Given the product [N+:16]([C:6]1[CH:5]=[C:4]2[C:9](=[CH:8][CH:7]=1)[CH2:1][C:2]1([C:13](=[O:14])[NH:12][C:11](=[O:15])[NH:10]1)[CH2:3]2)([O-:18])=[O:17], predict the reactants needed to synthesize it. The reactants are: [CH2:1]1[C:9]2[C:4](=[CH:5][CH:6]=[CH:7][CH:8]=2)[CH2:3][C:2]21[C:13](=[O:14])[NH:12][C:11](=[O:15])[NH:10]2.[N+:16]([O-])([OH:18])=[O:17].